Dataset: TCR-epitope binding with 47,182 pairs between 192 epitopes and 23,139 TCRs. Task: Binary Classification. Given a T-cell receptor sequence (or CDR3 region) and an epitope sequence, predict whether binding occurs between them. The epitope is ATDALMTGY. The TCR CDR3 sequence is CASSLGLAGGEETQYF. Result: 1 (the TCR binds to the epitope).